This data is from Full USPTO retrosynthesis dataset with 1.9M reactions from patents (1976-2016). The task is: Predict the reactants needed to synthesize the given product. (1) The reactants are: ON1[C:6](=[O:7])[CH2:5][CH2:4][C:3]1=O.[CH:9]1([N:15]=C=NC2CCCCC2)CCCC[CH2:10]1.N=C=N.C(NC1CCCCC1)(N[CH:30]1CCCC[CH2:31]1)=O. Given the product [NH2:15][CH2:9][CH2:10][C:3]1[CH:4]=[CH:5][C:6]([OH:7])=[CH:31][CH:30]=1, predict the reactants needed to synthesize it. (2) Given the product [C:1](/[CH:3]=[CH:4]/[S:5]([C:8]1[CH:9]=[CH:10][C:11]([C:14]([CH3:19])([CH3:18])[C:15]([NH:23][CH2:22][CH2:20][OH:21])=[O:17])=[CH:12][CH:13]=1)(=[O:6])=[O:7])#[N:2], predict the reactants needed to synthesize it. The reactants are: [C:1](/[CH:3]=[CH:4]/[S:5]([C:8]1[CH:13]=[CH:12][C:11]([C:14]([CH3:19])([CH3:18])[C:15]([OH:17])=O)=[CH:10][CH:9]=1)(=[O:7])=[O:6])#[N:2].[CH2:20]([CH2:22][NH2:23])[OH:21].Cl.CN(C)CCCN=C=NCC.ON1C2C=CC=CC=2N=N1.C(=O)(O)[O-].[Na+]. (3) Given the product [ClH:49].[Br:2][C:3]1[N:4]=[C:5]([C@H:13]2[CH2:17][CH2:16][NH:15][CH2:14]2)[N:6]2[CH:11]=[CH:10][N:9]=[C:8]([CH3:12])[C:7]=12.[Br:19][C:20]1[N:21]=[C:22]([C@H:30]2[CH2:34][CH2:33][N:32]([C:47](=[O:48])[CH2:46][O:45][CH3:44])[CH2:31]2)[N:23]2[CH:28]=[CH:27][N:26]=[C:25]([CH3:29])[C:24]=12, predict the reactants needed to synthesize it. The reactants are: Cl.[Br:2][C:3]1[N:4]=[C:5]([C@@H:13]2[CH2:17][CH2:16][NH:15][CH2:14]2)[N:6]2[CH:11]=[CH:10][N:9]=[C:8]([CH3:12])[C:7]=12.Cl.[Br:19][C:20]1[N:21]=[C:22]([C@H:30]2[CH2:34][CH2:33][NH:32][CH2:31]2)[N:23]2[CH:28]=[CH:27][N:26]=[C:25]([CH3:29])[C:24]=12.C(N(CC)C(C)C)(C)C.[CH3:44][O:45][CH2:46][C:47]([Cl:49])=[O:48].